Dataset: Peptide-MHC class I binding affinity with 185,985 pairs from IEDB/IMGT. Task: Regression. Given a peptide amino acid sequence and an MHC pseudo amino acid sequence, predict their binding affinity value. This is MHC class I binding data. (1) The MHC is Patr-A0901 with pseudo-sequence Patr-A0901. The peptide sequence is NWAKVLVVLLL. The binding affinity (normalized) is 0.127. (2) The peptide sequence is TPSHYSGNI. The MHC is HLA-A24:03 with pseudo-sequence HLA-A24:03. The binding affinity (normalized) is 0.0847. (3) The peptide sequence is FYPINDDFY. The MHC is HLA-B57:01 with pseudo-sequence HLA-B57:01. The binding affinity (normalized) is 0.0847. (4) The peptide sequence is VTQDFTEVQ. The MHC is Mamu-B6601 with pseudo-sequence Mamu-B6601. The binding affinity (normalized) is 0.442. (5) The peptide sequence is VNGVKGIQF. The MHC is HLA-B08:01 with pseudo-sequence HLA-B08:01. The binding affinity (normalized) is 0.0847. (6) The peptide sequence is ATLNTLITLI. The MHC is HLA-A02:06 with pseudo-sequence HLA-A02:06. The binding affinity (normalized) is 0.511.